Dataset: Reaction yield outcomes from USPTO patents with 853,638 reactions. Task: Predict the reaction yield, written as a fraction of the theoretical maximum amount of product (1.0 means a 100% yield; for example, 0.34 means a 34% yield). (1) The reactants are [O:1]([CH2:8][CH2:9][N:10]1[C:18]2[C:13](=[CH:14][CH:15]=[C:16]([C:19]([OH:21])=O)[CH:17]=2)[CH:12]=[CH:11]1)[C:2]1[CH:7]=[CH:6][CH:5]=[CH:4][CH:3]=1.CN(C([O:29][N:30]1N=NC2C=CC=NC1=2)=[N+](C)C)C.F[P-](F)(F)(F)(F)F.NO. The catalyst is CN(C=O)C.C(OCC)(=O)C. The product is [OH:29][NH:30][C:19]([C:16]1[CH:17]=[C:18]2[C:13]([CH:12]=[CH:11][N:10]2[CH2:9][CH2:8][O:1][C:2]2[CH:7]=[CH:6][CH:5]=[CH:4][CH:3]=2)=[CH:14][CH:15]=1)=[O:21]. The yield is 0.930. (2) The yield is 0.870. The reactants are Cl.[CH2:2]([O:9][C:10](=[O:20])[C@H:11]([CH2:13][C:14]1[CH:19]=[CH:18][CH:17]=[CH:16][CH:15]=1)[NH2:12])[C:3]1[CH:8]=[CH:7][CH:6]=[CH:5][CH:4]=1.[NH:21]([C:33]([O:35][CH2:36][C:37]1[CH:42]=[CH:41][CH:40]=[CH:39][CH:38]=1)=[O:34])[C@H:22]([C:30](O)=[O:31])[CH2:23][C:24]1[CH:29]=[CH:28][CH:27]=[CH:26][CH:25]=1.CCN(C(C)C)C(C)C.ON1C2N=CC=CC=2N=N1.C(Cl)CCl. The product is [CH2:36]([O:35][C:33]([NH:21][C@@H:22]([CH2:23][C:24]1[CH:29]=[CH:28][CH:27]=[CH:26][CH:25]=1)[C:30]([NH:12][C@@H:11]([CH2:13][C:14]1[CH:19]=[CH:18][CH:17]=[CH:16][CH:15]=1)[C:10]([O:9][CH2:2][C:3]1[CH:4]=[CH:5][CH:6]=[CH:7][CH:8]=1)=[O:20])=[O:31])=[O:34])[C:37]1[CH:38]=[CH:39][CH:40]=[CH:41][CH:42]=1. The catalyst is C(Cl)Cl. (3) The reactants are C[CH:2]([CH:6]([C:26]1[CH:30]=[CH:29][N:28]([CH:31]([CH3:33])[CH3:32])[N:27]=1)[N:7]1[CH2:13][CH2:12][CH2:11][N:10]([C:14]2[C:15]([O:24][CH3:25])=[CH:16][CH:17]=[C:18]3[C:23]=2[N:22]=[CH:21][CH:20]=[CH:19]3)[CH2:9][CH2:8]1)[C:3]([OH:5])=[O:4].C1COCC1.[OH-].[Na+].Cl. The catalyst is CO. The product is [CH:31]([N:28]1[CH:29]=[CH:30][C:26]([CH:6]([N:7]2[CH2:13][CH2:12][CH2:11][N:10]([C:14]3[C:15]([O:24][CH3:25])=[CH:16][CH:17]=[C:18]4[C:23]=3[N:22]=[CH:21][CH:20]=[CH:19]4)[CH2:9][CH2:8]2)[CH2:2][C:3]([OH:5])=[O:4])=[N:27]1)([CH3:32])[CH3:33]. The yield is 0.820. (4) The product is [CH:30]1([N:34]2[CH2:40][CH2:39][CH2:38][N:37]([C:6]([CH:4]3[CH2:3][C:2](=[O:9])[CH2:5]3)=[O:8])[CH2:36][CH2:35]2)[CH2:33][CH2:32][CH2:31]1. The catalyst is C(Cl)Cl. The reactants are O[C:2]1([OH:9])[CH2:5][CH:4]([C:6]([OH:8])=O)[CH2:3]1.C(Cl)Cl.CN(C=O)C.C1N=CN(C(N2C=NC=C2)=O)C=1.[CH:30]1([N:34]2[CH2:40][CH2:39][CH2:38][NH:37][CH2:36][CH2:35]2)[CH2:33][CH2:32][CH2:31]1. The yield is 0.560. (5) The reactants are [N+:1]([C:4]1[CH:12]=[CH:11][C:7]([C:8](Cl)=[O:9])=[CH:6][CH:5]=1)([O-:3])=[O:2].[NH2:13][C:14]1[CH:19]=[CH:18][N:17]=[CH:16][C:15]=1[OH:20].C([O-])([O-])=O.[Na+].[Na+].CC(O)=O. The catalyst is N1C=CC=CC=1.O. The product is [OH:20][C:15]1[CH:16]=[N:17][CH:18]=[CH:19][C:14]=1[NH:13][C:8](=[O:9])[C:7]1[CH:11]=[CH:12][C:4]([N+:1]([O-:3])=[O:2])=[CH:5][CH:6]=1. The yield is 0.520.